From a dataset of Reaction yield outcomes from USPTO patents with 853,638 reactions. Predict the reaction yield, written as a fraction of the theoretical maximum amount of product (1.0 means a 100% yield; for example, 0.34 means a 34% yield). (1) The reactants are [NH2:1][C:2]1[C:3]([C:9]([NH:11][C:12]2[CH:17]=[CH:16][CH:15]=[CH:14][CH:13]=2)=[O:10])=[N:4][C:5](Br)=[CH:6][N:7]=1.[CH2:18]([S:20]([N:23]1[CH2:28][CH2:27][NH:26][CH2:25][CH2:24]1)(=[O:22])=[O:21])[CH3:19]. No catalyst specified. The product is [NH2:1][C:2]1[C:3]([C:9]([NH:11][C:12]2[CH:17]=[CH:16][CH:15]=[CH:14][CH:13]=2)=[O:10])=[N:4][C:5]([N:26]2[CH2:25][CH2:24][N:23]([S:20]([CH2:18][CH3:19])(=[O:21])=[O:22])[CH2:28][CH2:27]2)=[CH:6][N:7]=1. The yield is 0.580. (2) The reactants are [CH:1]([C:3]1[C:8]([N+:9]([O-])=O)=[CH:7][CH:6]=[CH:5][C:4]=1[NH:12][CH:13]=[O:14])=[O:2]. The catalyst is C1COCC1.[OH-].[OH-].[Pd+2]. The product is [NH2:9][C:8]1[C:3]([CH:1]=[O:2])=[C:4]([NH:12][CH:13]=[O:14])[CH:5]=[CH:6][CH:7]=1. The yield is 0.920.